Regression. Given a peptide amino acid sequence and an MHC pseudo amino acid sequence, predict their binding affinity value. This is MHC class II binding data. From a dataset of Peptide-MHC class II binding affinity with 134,281 pairs from IEDB. (1) The MHC is DRB1_0802 with pseudo-sequence DRB1_0802. The peptide sequence is GELQIVDKHDAAFKI. The binding affinity (normalized) is 0.316. (2) The peptide sequence is SLMYFHKRDMRLLSL. The MHC is HLA-DQA10201-DQB10402 with pseudo-sequence HLA-DQA10201-DQB10402. The binding affinity (normalized) is 0.669. (3) The peptide sequence is VCGMFTNRSGSQQ. The MHC is HLA-DQA10201-DQB10202 with pseudo-sequence HLA-DQA10201-DQB10202. The binding affinity (normalized) is 0. (4) The peptide sequence is AFKVAATLANAAPAN. The MHC is HLA-DPA10103-DPB10301 with pseudo-sequence HLA-DPA10103-DPB10301. The binding affinity (normalized) is 0.625.